From a dataset of Catalyst prediction with 721,799 reactions and 888 catalyst types from USPTO. Predict which catalyst facilitates the given reaction. (1) Reactant: O=P12OP3(OP(OP(O3)(O1)=O)(=O)O2)=O.[F:15][C:16]([F:32])([F:31])[C:17]1[CH:22]=[CH:21][C:20]([NH:23][C@H:24]([CH2:29][CH3:30])[CH2:25][C:26]([OH:28])=O)=[CH:19][CH:18]=1.[OH-].[Na+].C(OCC)(=O)C. Product: [CH2:29]([C@@H:24]1[CH2:25][C:26](=[O:28])[C:19]2[C:20](=[CH:21][CH:22]=[C:17]([C:16]([F:15])([F:32])[F:31])[CH:18]=2)[NH:23]1)[CH3:30]. The catalyst class is: 501. (2) Reactant: [Cl:1][C:2]1[CH:7]=[C:6]([F:8])[CH:5]=[CH:4][C:3]=1[C:9]1[C:10]2[N:11]([N:16]=[C:17]([NH2:19])[N:18]=2)[CH:12]=[C:13]([F:15])[CH:14]=1.Br[C:21]1[CH:26]=[CH:25][C:24]([N:27]2[CH:31]=[C:30]([CH3:32])[N:29]=[CH:28]2)=[C:23]([O:33][CH3:34])[CH:22]=1.C(Cl)Cl. Product: [Cl:1][C:2]1[CH:7]=[C:6]([F:8])[CH:5]=[CH:4][C:3]=1[C:9]1[C:10]2[N:11]([N:16]=[C:17]([NH:19][C:21]3[CH:26]=[CH:25][C:24]([N:27]4[CH:31]=[C:30]([CH3:32])[N:29]=[CH:28]4)=[C:23]([O:33][CH3:34])[CH:22]=3)[N:18]=2)[CH:12]=[C:13]([F:15])[CH:14]=1. The catalyst class is: 61. (3) Reactant: C1(C)C=CC=CC=1.N1CCCCC1.[S:14]1[CH2:18][C:17](=[O:19])[NH:16][C:15]1=[O:20].[Cl:21][C:22]1[CH:29]=[CH:28][C:25]([CH:26]=O)=[CH:24][C:23]=1[C:30]1[C:39]([CH3:40])=[CH:38][C:37]2[C:36]([CH3:42])([CH3:41])[CH2:35][CH2:34][C:33]([CH3:44])([CH3:43])[C:32]=2[CH:31]=1. Product: [Cl:21][C:22]1[CH:29]=[CH:28][C:25]([CH:26]=[C:18]2[S:14][C:15](=[O:20])[NH:16][C:17]2=[O:19])=[CH:24][C:23]=1[C:30]1[C:39]([CH3:40])=[CH:38][C:37]2[C:36]([CH3:42])([CH3:41])[CH2:35][CH2:34][C:33]([CH3:44])([CH3:43])[C:32]=2[CH:31]=1. The catalyst class is: 211. (4) Reactant: [F:1][C:2]1[CH:22]=[CH:21][C:5]([O:6][C:7]2[CH:8]=[C:9]([C:17]([O:19]C)=[O:18])[CH:10]=[C:11]([CH:16]=2)[C:12]([O:14]C)=[O:13])=[CH:4][CH:3]=1.C(=O)(O)[O-].[Na+]. Product: [F:1][C:2]1[CH:22]=[CH:21][C:5]([O:6][C:7]2[CH:16]=[C:11]([C:12]([OH:14])=[O:13])[CH:10]=[C:9]([CH:8]=2)[C:17]([OH:19])=[O:18])=[CH:4][CH:3]=1. The catalyst class is: 24. (5) Product: [C:1]([O:5][C:6]([NH:8][CH2:9][C:10]([NH:12][CH2:13][C:14]([NH:16][C@H:17]([C:25]([NH:27][CH2:28][C:57]([NH:58][CH2:59][CH2:60][CH2:61][C:62]([NH:64][C@@H:65]1[C:70]2=[C:71]3[CH2:86][N:85]4[C:80](=[CH:81][C:82]5[C@:91]([CH2:93][CH3:94])([OH:92])[C:90](=[O:95])[O:89][CH2:88][C:83]=5[C:84]4=[O:87])[C:72]3=[N:73][C:74]3[CH:75]=[C:76]([F:79])[C:77]([CH3:78])=[C:68]([C:69]=32)[CH2:67][CH2:66]1)=[O:63])=[O:56])=[O:26])[CH2:18][C:19]1[CH:20]=[CH:21][CH:22]=[CH:23][CH:24]=1)=[O:15])=[O:11])=[O:7])([CH3:4])([CH3:3])[CH3:2]. The catalyst class is: 139. Reactant: [C:1]([O:5][C:6]([NH:8][CH2:9][C:10]([NH:12][CH2:13][C:14]([NH:16][C@H:17]([C:25]([NH:27][CH2:28]C(O)=O)=[O:26])[CH2:18][C:19]1[CH:24]=[CH:23][CH:22]=[CH:21][CH:20]=1)=[O:15])=[O:11])=[O:7])([CH3:4])([CH3:3])[CH3:2].ON1C(=O)CCC1=O.Cl.CN(C)CCCN=C=NCC.C([O:56][C:57](=O)[NH:58][CH2:59][CH2:60][CH2:61][C:62]([NH:64][C@@H:65]1[C:70]2=[C:71]3[CH2:86][N:85]4[C:80](=[CH:81][C:82]5[C@:91]([CH2:93][CH3:94])([OH:92])[C:90](=[O:95])[O:89][CH2:88][C:83]=5[C:84]4=[O:87])[C:72]3=[N:73][C:74]3[CH:75]=[C:76]([F:79])[C:77]([CH3:78])=[C:68]([C:69]=32)[CH2:67][CH2:66]1)=[O:63])(C)(C)C. (6) Reactant: Cl[C:2]1[C:3]2[C:4](=[CH:18][N:19](CC3C=CC(OC)=CC=3)[N:20]=2)[N:5]=[C:6]([C:8]2[CH:9]=[C:10]([S:14]([NH2:17])(=[O:16])=[O:15])[CH:11]=[CH:12][CH:13]=2)[N:7]=1.[NH2:30][C:31]1[CH:36]=[CH:35][C:34]([N:37]2[CH2:42][CH2:41][N:40]([C:43](=[O:45])[CH3:44])[CH2:39][CH2:38]2)=[CH:33][CH:32]=1.Cl. Product: [C:43]([N:40]1[CH2:39][CH2:38][N:37]([C:34]2[CH:35]=[CH:36][C:31]([NH:30][C:2]3[C:3]4[NH:20][N:19]=[CH:18][C:4]=4[N:5]=[C:6]([C:8]4[CH:9]=[C:10]([S:14]([NH2:17])(=[O:15])=[O:16])[CH:11]=[CH:12][CH:13]=4)[N:7]=3)=[CH:32][CH:33]=2)[CH2:42][CH2:41]1)(=[O:45])[CH3:44]. The catalyst class is: 71. (7) Reactant: [O:1]=[S:2]1(=[O:17])[CH2:6][CH2:5][CH2:4][N:3]1[CH2:7][C:8]1[CH:16]=[CH:15][C:11]([C:12]([OH:14])=O)=[CH:10][CH:9]=1.[CH3:18][C:19]1[CH:24]=[C:23]([CH3:25])[CH:22]=[CH:21][C:20]=1[N:26]1[CH2:31][CH2:30][NH:29][CH2:28][CH2:27]1.ON1C2C=CC=CC=2N=N1.Cl.C(N=C=NCCCN(C)C)C. Product: [CH3:18][C:19]1[CH:24]=[C:23]([CH3:25])[CH:22]=[CH:21][C:20]=1[N:26]1[CH2:27][CH2:28][N:29]([C:12]([C:11]2[CH:10]=[CH:9][C:8]([CH2:7][N:3]3[CH2:4][CH2:5][CH2:6][S:2]3(=[O:1])=[O:17])=[CH:16][CH:15]=2)=[O:14])[CH2:30][CH2:31]1. The catalyst class is: 35. (8) Reactant: [Cl:1][C:2]1[C:7]([N+:8]([O-])=O)=[CH:6][CH:5]=[CH:4][N:3]=1.[CH3:11][C:12]([Mg]Br)=[CH:13][CH3:14].[Cl-].[NH4+]. Product: [Cl:1][C:2]1[N:3]=[CH:4][CH:5]=[C:6]2[C:13]([CH3:14])=[C:12]([CH3:11])[NH:8][C:7]=12. The catalyst class is: 7.